From a dataset of Reaction yield outcomes from USPTO patents with 853,638 reactions. Predict the reaction yield, written as a fraction of the theoretical maximum amount of product (1.0 means a 100% yield; for example, 0.34 means a 34% yield). (1) The reactants are [C:1](=[O:4])([O-])[O-].[K+].[K+].Br[C:8]1[CH:13]=[CH:12][C:11]([CH2:14][CH:15]([NH:26][C:27]([O:29][C:30]([CH3:33])([CH3:32])[CH3:31])=[O:28])[C:16]([O:18][CH2:19][C:20]2[CH:25]=[CH:24][CH:23]=[CH:22][CH:21]=2)=[O:17])=[CH:10][CH:9]=1. The catalyst is C1(C)C=CC=CC=1.C1C=CC([P]([Pd]([P](C2C=CC=CC=2)(C2C=CC=CC=2)C2C=CC=CC=2)([P](C2C=CC=CC=2)(C2C=CC=CC=2)C2C=CC=CC=2)[P](C2C=CC=CC=2)(C2C=CC=CC=2)C2C=CC=CC=2)(C2C=CC=CC=2)C2C=CC=CC=2)=CC=1.[Pd]. The product is [C:30]([O:29][C:27]([NH:26][CH:15]([CH2:14][C:11]1[CH:12]=[CH:13][C:8]([C:8]2[CH:13]=[CH:12][CH:11]=[C:10]([CH:1]=[O:4])[CH:9]=2)=[CH:9][CH:10]=1)[C:16]([O:18][CH2:19][C:20]1[CH:25]=[CH:24][CH:23]=[CH:22][CH:21]=1)=[O:17])=[O:28])([CH3:33])([CH3:32])[CH3:31]. The yield is 0.710. (2) The reactants are [N:1]([CH2:4][CH2:5][NH:6][C:7](=[O:21])[CH2:8][CH2:9][CH2:10][CH2:11][CH2:12][CH2:13][CH2:14][CH2:15][CH2:16]CCCC)=[N+:2]=[N-:3].C1(/C=C/CC(Cl)=O)C=CC=CC=1.N(CCN)=[N+]=[N-].C(N(CC)CC)C. The catalyst is ClCCl. The product is [N:1]([CH2:4][CH2:5][NH:6][C:7](=[O:21])[CH2:8]/[CH:9]=[CH:10]/[C:11]1[CH:12]=[CH:13][CH:14]=[CH:15][CH:16]=1)=[N+:2]=[N-:3]. The yield is 0.550.